Dataset: Reaction yield outcomes from USPTO patents with 853,638 reactions. Task: Predict the reaction yield, written as a fraction of the theoretical maximum amount of product (1.0 means a 100% yield; for example, 0.34 means a 34% yield). (1) No catalyst specified. The reactants are [CH3:1][C:2]1[C:11]2[C:6](=[CH:7][CH:8]=[CH:9][CH:10]=2)[C:5]([C:12]2[O:13][C:14](=[O:22])[C:15]3[N:21]=[CH:20][CH:19]=[CH:18][C:16]=3[N:17]=2)=[CH:4][CH:3]=1.[O:23]1[CH2:28][CH2:27][CH:26]([CH2:29][NH2:30])[CH2:25][CH2:24]1. The yield is 0.490. The product is [CH3:1][C:2]1[C:11]2[C:6](=[CH:7][CH:8]=[CH:9][CH:10]=2)[C:5]([C:12]([NH:17][C:16]2[C:15]([C:14]([NH:30][CH2:29][CH:26]3[CH2:27][CH2:28][O:23][CH2:24][CH2:25]3)=[O:22])=[N:21][CH:20]=[CH:19][CH:18]=2)=[O:13])=[CH:4][CH:3]=1. (2) The reactants are C(O)(C(F)(F)F)=O.[F:8][C:9]1[CH:14]=[CH:13][CH:12]=[C:11]([F:15])[C:10]=1[C:16]1[S:17][CH:18]=[C:19]([C:21]([NH:23][C:24]2[C:25]([N:33]3[CH2:38][CH2:37][CH2:36][C@H:35]([NH:39]C(=O)OC(C)(C)C)[CH2:34]3)=[C:26]3[S:32][CH:31]=[CH:30][C:27]3=[N:28][CH:29]=2)=[O:22])[N:20]=1. The catalyst is C(Cl)Cl. The product is [NH2:39][C@H:35]1[CH2:36][CH2:37][CH2:38][N:33]([C:25]2[C:24]([NH:23][C:21]([C:19]3[N:20]=[C:16]([C:10]4[C:9]([F:8])=[CH:14][CH:13]=[CH:12][C:11]=4[F:15])[S:17][CH:18]=3)=[O:22])=[CH:29][N:28]=[C:27]3[CH:30]=[CH:31][S:32][C:26]=23)[CH2:34]1. The yield is 0.580. (3) The product is [F:10][C:11]1[C:16]([F:17])=[CH:15][CH:14]=[CH:13][C:12]=1[C:2]1[N:9]=[CH:8][CH:7]=[CH:6][C:3]=1[C:4]#[N:5]. No catalyst specified. The yield is 0.910. The reactants are Cl[C:2]1[N:9]=[CH:8][CH:7]=[CH:6][C:3]=1[C:4]#[N:5].[F:10][C:11]1[C:16]([F:17])=[CH:15][CH:14]=[CH:13][C:12]=1B(O)O. (4) The reactants are [N:1]([CH:4]1[CH2:9][CH2:8][CH:7]([C:10]([O:12][CH2:13][CH3:14])=[O:11])[CH2:6][CH:5]1[NH:15][C:16]([O:18][C:19]([CH3:22])([CH3:21])[CH3:20])=[O:17])=[N+]=[N-].[H][H]. The catalyst is [Pd].C(OCC)(=O)C. The product is [NH2:1][CH:4]1[CH2:9][CH2:8][CH:7]([C:10]([O:12][CH2:13][CH3:14])=[O:11])[CH2:6][CH:5]1[NH:15][C:16]([O:18][C:19]([CH3:20])([CH3:22])[CH3:21])=[O:17]. The yield is 0.590. (5) The reactants are [CH3:1][C:2]1[CH:7]=[C:6]([S:8]([C:11]([F:14])([F:13])[F:12])(=[O:10])=[O:9])[CH:5]=[CH:4][C:3]=1[B:15]1[O:23][C:20]([CH3:22])([CH3:21])[C:17]([CH3:19])([CH3:18])[O:16]1.[Br:24]N1C(=O)CCC1=O. The catalyst is CC(N=NC(C#N)(C)C)(C#N)C.C(Cl)(Cl)(Cl)Cl. The product is [Br:24][CH2:1][C:2]1[CH:7]=[C:6]([S:8]([C:11]([F:13])([F:14])[F:12])(=[O:9])=[O:10])[CH:5]=[CH:4][C:3]=1[B:15]1[O:23][C:20]([CH3:22])([CH3:21])[C:17]([CH3:19])([CH3:18])[O:16]1. The yield is 0.600. (6) The reactants are [NH2:1][C:2]1[C:3]([CH3:25])=[C:4]([C:8]2[C:20]3[C:19]4[C:14](=[CH:15][C:16]([Br:21])=[CH:17][CH:18]=4)[NH:13][C:12]=3[C:11]([C:22]([NH2:24])=[O:23])=[N:10][CH:9]=2)[CH:5]=[CH:6][CH:7]=1.[CH:26]([C:28]1[CH:36]=[CH:35][C:34]([O:37][CH3:38])=[CH:33][C:29]=1[C:30]([OH:32])=[O:31])=O.C(O[BH-](OC(=O)C)OC(=O)C)(=O)C.[Na+].C(O)(=O)C. The catalyst is ClCCl.O1CCCC1. The product is [Br:21][C:16]1[CH:15]=[C:14]2[C:19]([C:20]3[C:8]([C:4]4[C:3]([CH3:25])=[C:2]([NH:1][CH2:26][C:28]5[CH:36]=[CH:35][C:34]([O:37][CH3:38])=[CH:33][C:29]=5[C:30]([OH:32])=[O:31])[CH:7]=[CH:6][CH:5]=4)=[CH:9][N:10]=[C:11]([C:22](=[O:23])[NH2:24])[C:12]=3[NH:13]2)=[CH:18][CH:17]=1. The yield is 1.63. (7) The reactants are [OH-].[Na+:2].[Cl:3][C:4]1[N:9]=[N:8][C:7]([O:10][C:11]2[C:16]([CH3:17])=[CH:15][CH:14]=[CH:13][C:12]=2[CH:18]2[CH2:20][CH2:19]2)=[C:6]([OH:21])[CH:5]=1. The catalyst is C(O)C. The product is [Cl:3][C:4]1[N:9]=[N:8][C:7]([O:10][C:11]2[C:16]([CH3:17])=[CH:15][CH:14]=[CH:13][C:12]=2[CH:18]2[CH2:20][CH2:19]2)=[C:6]([O-:21])[CH:5]=1.[Na+:2]. The yield is 1.00.